From a dataset of Forward reaction prediction with 1.9M reactions from USPTO patents (1976-2016). Predict the product of the given reaction. (1) Given the reactants [NH2:1][C@:2]([O:54][CH2:55][CH:56]=[CH2:57])([C:8]([NH:10][C@@H:11]([C:18]([NH:20][CH2:21][C:22]([NH:24][C@H:25]([C:34]([NH:36][C:37](OCC1C2C(=CC=CC=2)C2C1=CC=CC=2)=O)=[O:35])[CH2:26][C:27](=[O:33])[O:28][C:29]([CH3:32])([CH3:31])[CH3:30])=[O:23])=[O:19])[CH2:12][O:13][C:14]([CH3:17])([CH3:16])[CH3:15])=[O:9])[CH2:3][CH2:4][C:5](=[O:7])[OH:6], predict the reaction product. The product is: [CH3:37][N:36]1[CH2:27][CH2:26][CH2:25][CH2:34]1.[NH2:1][C@:2]([O:54][CH2:55][CH:56]=[CH2:57])([C:8]([NH:10][C@@H:11]([C:18]([NH:20][CH2:21][C:22]([NH:24][C@H:25]([C:34]([NH2:36])=[O:35])[CH2:26][C:27](=[O:33])[O:28][C:29]([CH3:31])([CH3:32])[CH3:30])=[O:23])=[O:19])[CH2:12][O:13][C:14]([CH3:15])([CH3:16])[CH3:17])=[O:9])[CH2:3][CH2:4][C:5](=[O:6])[OH:7]. (2) Given the reactants [Br:1]Br.C([O:7][C:8](=[O:29])[CH2:9][N:10]1[C:15](=[O:16])[CH2:14][CH:13]([C:17]2[CH:22]=[CH:21][CH:20]=[C:19]([Cl:23])[CH:18]=2)[C:12]([C:24]([O:26][CH3:27])=[O:25])=[C:11]1[CH3:28])(C)(C)C, predict the reaction product. The product is: [Br:1][CH2:28][C:11]1[N:10]([CH2:9][C:8]([OH:7])=[O:29])[C:15](=[O:16])[CH2:14][CH:13]([C:17]2[CH:22]=[CH:21][CH:20]=[C:19]([Cl:23])[CH:18]=2)[C:12]=1[C:24]([O:26][CH3:27])=[O:25].